Dataset: Forward reaction prediction with 1.9M reactions from USPTO patents (1976-2016). Task: Predict the product of the given reaction. (1) Given the reactants [Br:1][C:2]1[CH:3]=[CH:4][C:5]2[N:6]([N:8]=[C:9](N)[N:10]=2)[CH:7]=1.N([O-])=O.[Na+].C(Br)(Br)[Br:17].ClC(Cl)C(O)=O, predict the reaction product. The product is: [Br:17][C:9]1[N:10]=[C:5]2[CH:4]=[CH:3][C:2]([Br:1])=[CH:7][N:6]2[N:8]=1. (2) Given the reactants ClC(OC(Cl)C)=O.C([N:15]1[C@H:20]([CH3:21])[CH2:19][N:18]([C:22]2[CH:29]=[CH:28][C:25]([C:26]#[N:27])=[C:24]([C:30]([F:33])([F:32])[F:31])[CH:23]=2)[C@@H:17]([CH3:34])[CH2:16]1)C1C=CC=CC=1, predict the reaction product. The product is: [CH3:34][C@H:17]1[CH2:16][NH:15][C@H:20]([CH3:21])[CH2:19][N:18]1[C:22]1[CH:29]=[CH:28][C:25]([C:26]#[N:27])=[C:24]([C:30]([F:33])([F:32])[F:31])[CH:23]=1. (3) Given the reactants C[Si]([N-][Si](C)(C)C)(C)C.[K+].C1C[O:14]CC1.[Cl:16][C:17]1[N:22]2[N:23]=[C:24]([C:26]3[CH:35]=[CH:34][C:33]4[CH2:32][CH2:31][CH2:30][CH2:29][C:28]=4[CH:27]=3)[CH:25]=[C:21]2[N:20]=[C:19]([CH3:36])[C:18]=1[CH2:37][C:38]([O:40][CH3:41])=[O:39].C1(C2ON2S(C2C=CC=CC=2)(=O)=O)C=CC=CC=1, predict the reaction product. The product is: [Cl:16][C:17]1[N:22]2[N:23]=[C:24]([C:26]3[CH:35]=[CH:34][C:33]4[CH2:32][CH2:31][CH2:30][CH2:29][C:28]=4[CH:27]=3)[CH:25]=[C:21]2[N:20]=[C:19]([CH3:36])[C:18]=1[CH:37]([OH:14])[C:38]([O:40][CH3:41])=[O:39]. (4) Given the reactants [Cl:1][C:2]1[CH:7]=[CH:6][C:5]([C:8]2[CH:12]=[CH:11][NH:10][N:9]=2)=[CH:4][C:3]=1[CH2:13][NH:14][C:15](=[O:18])[O:16][CH3:17].CN[C@@H]1CCCC[C@H]1NC.C(=O)([O-])[O-].[K+].[K+].Br[C:36]1[CH:37]=[CH:38][C:39]2[O:48][CH2:47][C:42]3([O:46][CH2:45][CH2:44][O:43]3)[CH2:41][C:40]=2[CH:49]=1, predict the reaction product. The product is: [Cl:1][C:2]1[CH:7]=[CH:6][C:5]([C:8]2[CH:12]=[CH:11][N:10]([C:36]3[CH:37]=[CH:38][C:39]4[O:48][CH2:47][C:42]5([O:43][CH2:44][CH2:45][O:46]5)[CH2:41][C:40]=4[CH:49]=3)[N:9]=2)=[CH:4][C:3]=1[CH2:13][NH:14][C:15](=[O:18])[O:16][CH3:17].